This data is from Full USPTO retrosynthesis dataset with 1.9M reactions from patents (1976-2016). The task is: Predict the reactants needed to synthesize the given product. (1) Given the product [CH:13]1([N:5]([CH2:4][C:3]2[CH:16]=[C:17]([O:22][CH2:23][CH2:24][CH2:25][O:26][CH3:27])[C:18]([O:20][CH3:21])=[CH:19][C:2]=2[CH3:28])[C:6](=[O:12])[O:7][C:8]([CH3:11])([CH3:10])[CH3:9])[CH2:15][CH2:14]1, predict the reactants needed to synthesize it. The reactants are: Br[C:2]1[CH:19]=[C:18]([O:20][CH3:21])[C:17]([O:22][CH2:23][CH2:24][CH2:25][O:26][CH3:27])=[CH:16][C:3]=1[CH2:4][N:5]([CH:13]1[CH2:15][CH2:14]1)[C:6](=[O:12])[O:7][C:8]([CH3:11])([CH3:10])[CH3:9].[CH3:28]B1OB(C)OB(C)O1.C1(P(C2CCCCC2)C2C=CC=CC=2C2C(C(C)C)=CC(C(C)C)=CC=2C(C)C)CCCCC1.P([O-])([O-])([O-])=O.[K+].[K+].[K+]. (2) Given the product [C:21]([O:7][CH2:6][CH:5]([CH3:8])[CH2:4][C:3]([C:10]([F:11])([F:12])[F:13])([OH:9])[C:2]([F:14])([F:15])[F:1])(=[O:22])[CH:20]=[CH2:19], predict the reactants needed to synthesize it. The reactants are: [F:1][C:2]([F:15])([F:14])[C:3]([C:10]([F:13])([F:12])[F:11])([OH:9])[CH2:4][CH:5]([CH3:8])[CH2:6][OH:7].FC(F)(F)C(C(F)(F)F)(O)[CH2:19][CH2:20][CH2:21][OH:22].C[Li].C([Li])CCC.C(Cl)(=O)C=C.C(Cl)(=O)C(C)=C.